Dataset: Forward reaction prediction with 1.9M reactions from USPTO patents (1976-2016). Task: Predict the product of the given reaction. (1) Given the reactants C(O[C:4](=[O:12])/[CH:5]=[C:6](\[NH2:11])/[C:7]([F:10])([F:9])[F:8])C.N1C=CC=CC=1.C([CH:21]([C:25](Cl)=[O:26])[C:22](Cl)=[O:23])C.[CH3:28][C:29](C)([O-:31])C.[K+], predict the reaction product. The product is: [CH2:29]([O:31][C:25](=[O:26])[C:21]1[C:4]([OH:12])=[CH:5][C:6]([C:7]([F:8])([F:9])[F:10])=[N:11][C:22]=1[OH:23])[CH3:28]. (2) Given the reactants [F:1][C:2]([F:11])([F:10])[C:3]1[CH:8]=[CH:7][C:6](Br)=[CH:5][CH:4]=1.C([O:15][B:16](OC(C)C)[O:17]C(C)C)(C)C.C([Li])CCC, predict the reaction product. The product is: [F:1][C:2]([F:11])([F:10])[C:3]1[CH:8]=[CH:7][C:6]([B:16]([OH:17])[OH:15])=[CH:5][CH:4]=1. (3) Given the reactants Br[C:2]1[CH:3]=[C:4]2[C:9](=[C:10]([O:12][CH3:13])[CH:11]=1)[N:8]=[C:7]([Cl:14])[N:6]=[C:5]2[N:15]1[CH2:20][CH2:19][O:18][CH2:17][CH2:16]1.CN(C)C=O.[F:26][C:27]1[CH:32]=[CH:31][CH:30]=[C:29]([F:33])[C:28]=1[S:34]([NH:37][C:38]1[CH:43]=[CH:42][CH:41]=[C:40](B2OC(C)(C)C(C)(C)O2)[C:39]=1[F:53])(=[O:36])=[O:35].C(=O)([O-])[O-].[Na+].[Na+], predict the reaction product. The product is: [Cl:14][C:7]1[N:6]=[C:5]([N:15]2[CH2:20][CH2:19][O:18][CH2:17][CH2:16]2)[C:4]2[C:9](=[C:10]([O:12][CH3:13])[CH:11]=[C:2]([C:40]3[C:39]([F:53])=[C:38]([NH:37][S:34]([C:28]4[C:27]([F:26])=[CH:32][CH:31]=[CH:30][C:29]=4[F:33])(=[O:35])=[O:36])[CH:43]=[CH:42][CH:41]=3)[CH:3]=2)[N:8]=1. (4) Given the reactants [S:1]1[C:5](C(O)=O)=[CH:4][C:3]2[CH2:9][CH2:10][CH2:11][C:2]1=2.C1C=CC(P(N=[N+]=[N-])(C2C=CC=CC=2)=[O:19])=CC=1.C([N:31]([CH2:34]C)CC)C.[C:36]([OH:40])([CH3:39])([CH3:38])[CH3:37], predict the reaction product. The product is: [S:1]1[C:5]([NH:31][C:34](=[O:19])[O:40][C:36]([CH3:39])([CH3:38])[CH3:37])=[CH:4][C:3]2[CH2:9][CH2:10][CH2:11][C:2]1=2. (5) Given the reactants [Cl:1][C:2]1[S:27][C:5]2[N:6]=[CH:7][N:8]=[C:9]([NH:10][CH:11]3[CH2:16][CH2:15][N:14]([CH2:17][C:18]4[CH:19]=[C:20]([CH:24]=[CH:25][CH:26]=4)[C:21]([OH:23])=O)[CH2:13][CH2:12]3)[C:4]=2[CH:3]=1.Cl.CN.C[CH2:32][N:33](C(C)C)C(C)C, predict the reaction product. The product is: [Cl:1][C:2]1[S:27][C:5]2[N:6]=[CH:7][N:8]=[C:9]([NH:10][CH:11]3[CH2:12][CH2:13][N:14]([CH2:17][C:18]4[CH:19]=[C:20]([CH:24]=[CH:25][CH:26]=4)[C:21]([NH:33][CH3:32])=[O:23])[CH2:15][CH2:16]3)[C:4]=2[CH:3]=1.